From a dataset of Retrosynthesis with 50K atom-mapped reactions and 10 reaction types from USPTO. Predict the reactants needed to synthesize the given product. (1) Given the product Cc1ccc(N2CCOCC2)cc1C1CC(C)(C)c2cc(C(=O)NS(=O)(=O)C3CC3)ccc2N1, predict the reactants needed to synthesize it. The reactants are: Cc1ccc(N2CCOCC2)cc1C1CC(C)(C)c2cc(C(=O)O)ccc2N1.NS(=O)(=O)C1CC1. (2) Given the product CC(C)(C)OC(=O)N1CCc2nc(N3CC[C@H](NS(=O)(=O)/C=C/c4ccc(Cl)s4)C3=O)sc2C1, predict the reactants needed to synthesize it. The reactants are: CC(C)(C)OC(=O)N1CCc2nc(N3CC[C@H](N)C3=O)sc2C1.O=S(=O)(Cl)/C=C/c1ccc(Cl)s1. (3) Given the product COC(=O)C(C)(C)Nc1cccc(C2Nc3ccc(C#N)cc3CC2(C)C)c1, predict the reactants needed to synthesize it. The reactants are: CC1(C)Cc2cc(C#N)ccc2NC1c1cccc(N)c1.COC(=O)C(C)(C)Br. (4) The reactants are: CN.Cc1noc(-c2ccccc2)c1C(=O)O. Given the product CNC(=O)c1c(C)noc1-c1ccccc1, predict the reactants needed to synthesize it. (5) Given the product COc1ccc2c(c1)-c1[nH]c3ccccc3c1C2, predict the reactants needed to synthesize it. The reactants are: COc1ccc2c(c1)C(=O)CC2.NNc1ccccc1. (6) Given the product CCOC(=O)c1cc2ccccc2n1Cc1ccc([N+](=O)[O-])cc1, predict the reactants needed to synthesize it. The reactants are: CCOC(=O)c1cc2ccccc2[nH]1.O=[N+]([O-])c1ccc(CBr)cc1. (7) The reactants are: COC(=O)[C@@H](NC(=O)c1ccc(-c2ccc(OC)cc2)cc1N)C(C)(C)C.O=C=Nc1c(Cl)cc(Cl)cc1Cl. Given the product COC(=O)[C@@H](NC(=O)c1ccc(-c2ccc(OC)cc2)cc1NC(=O)Nc1c(Cl)cc(Cl)cc1Cl)C(C)(C)C, predict the reactants needed to synthesize it. (8) Given the product CN(C)CCN1CC(C(=O)Nc2cc(Cl)cc3c2[nH]c2cnccc23)CC1=O, predict the reactants needed to synthesize it. The reactants are: CN(C)CCN1CC(C(=O)O)CC1=O.Nc1cc(Cl)cc2c1[nH]c1cnccc12. (9) Given the product COc1ccc(Oc2ccccc2)cc1C=NO, predict the reactants needed to synthesize it. The reactants are: COc1ccc(Oc2ccccc2)cc1C=O.NO. (10) Given the product N#CC(Cc1cccc(Cl)c1Cl)C(=O)O, predict the reactants needed to synthesize it. The reactants are: CCOC(=O)C(C#N)Cc1cccc(Cl)c1Cl.